Task: Regression/Classification. Given a drug SMILES string, predict its absorption, distribution, metabolism, or excretion properties. Task type varies by dataset: regression for continuous measurements (e.g., permeability, clearance, half-life) or binary classification for categorical outcomes (e.g., BBB penetration, CYP inhibition). Dataset: cyp1a2_veith.. Dataset: CYP1A2 inhibition data for predicting drug metabolism from PubChem BioAssay (1) The compound is COc1cccc(Nc2nc(-c3ccc(O)cc3)cs2)c1. The result is 1 (inhibitor). (2) The drug is COn1c(SCc2cccc(Cl)c2)nc2ccccc2c1=O. The result is 1 (inhibitor). (3) The molecule is Cc1ccc(C(=O)N/N=C/c2ccc(S(=O)(=O)[O-])o2)c(Cl)c1.[Na+]. The result is 0 (non-inhibitor). (4) The drug is Cc1cc2[nH]c(=O)c3ccccc3n2n1. The result is 1 (inhibitor). (5) The molecule is CN(C)CCCn1c2ccccc2c2cnccc21. The result is 0 (non-inhibitor). (6) The compound is COc1ccc(/C=N/NC(=O)CCCC(=O)NC2CCCCC2)cc1. The result is 1 (inhibitor). (7) The drug is O=c1[nH]c(=O)c2nc3ccccc3nc2[nH]1. The result is 1 (inhibitor).